From a dataset of Catalyst prediction with 721,799 reactions and 888 catalyst types from USPTO. Predict which catalyst facilitates the given reaction. (1) Reactant: C1([CH:4]([C:12]([CH:14]([CH:22]2[CH2:24]C2)C2C=CC=CC=2F)=[O:13])[C:5]2[CH:10]=[CH:9][CH:8]=[CH:7][C:6]=2[F:11])CC1.OO.[BrH:27].S([O-])([O-])(=O)=O.[Na+].[Na+]. Product: [Br:27][CH:4]([C:5]1[CH:10]=[CH:9][CH:8]=[CH:7][C:6]=1[F:11])[C:12]([CH:14]1[CH2:22][CH2:24]1)=[O:13]. The catalyst class is: 12. (2) The catalyst class is: 8. Product: [C:7]([O:10][CH2:11][C:12]([CH3:46])([CH3:47])[CH2:13][N:14]1[C:20]2[CH:21]=[CH:22][C:23]([Cl:25])=[CH:24][C:19]=2[C@@H:18]([C:26]2[CH:31]=[CH:30][CH:29]=[C:28]([O:32][CH3:33])[C:27]=2[O:34][CH3:35])[O:17][C@H:16]([CH2:36][C:37]2[CH:38]=[C:39]([O:41][CH2:42][CH3:43])[N:49]([CH2:51][C:52]([O:54][CH2:55][CH3:56])=[O:53])[N:50]=2)[C:15]1=[O:45])(=[O:9])[CH3:8].[C:7]([O:10][CH2:11][C:12]([CH3:46])([CH3:47])[CH2:13][N:14]1[C:20]2[CH:21]=[CH:22][C:23]([Cl:25])=[CH:24][C:19]=2[C@@H:18]([C:26]2[CH:31]=[CH:30][CH:29]=[C:28]([O:32][CH3:33])[C:27]=2[O:34][CH3:35])[O:17][C@H:16]([CH2:36][C:37]2[CH:38]=[C:39]([OH:40])[N:49]([CH2:51][C:52]([O:54][CH2:55][CH3:56])=[O:53])[N:50]=2)[C:15]1=[O:45])(=[O:9])[CH3:8]. Reactant: N1C=CC=CC=1.[C:7]([O:10][CH2:11][C:12]([CH3:47])([CH3:46])[CH2:13][N:14]1[C:20]2[CH:21]=[CH:22][C:23]([Cl:25])=[CH:24][C:19]=2[C@@H:18]([C:26]2[CH:31]=[CH:30][CH:29]=[C:28]([O:32][CH3:33])[C:27]=2[O:34][CH3:35])[O:17][C@H:16]([CH2:36][C:37](=O)[CH2:38][C:39]([O:41][CH2:42][CH3:43])=[O:40])[C:15]1=[O:45])(=[O:9])[CH3:8].Cl.[NH:49]([CH2:51][C:52]([O:54][CH2:55][CH3:56])=[O:53])[NH2:50]. (3) Reactant: [CH2:1]([S:3][C:4]1[NH:8][C:7]2[CH:9]=[C:10]([O:14][CH2:15][CH2:16][CH2:17][C:18]([O:20][CH2:21][CH3:22])=[O:19])[CH:11]=[C:12]([CH3:13])[C:6]=2[N:5]=1)[CH3:2].[Cl:23][C:24]1[CH:31]=[C:30]([Cl:32])[CH:29]=[CH:28][C:25]=1[CH2:26]Cl.C([O-])([O-])=O.[K+].[K+].O. Product: [Cl:23][C:24]1[CH:31]=[C:30]([Cl:32])[CH:29]=[CH:28][C:25]=1[CH2:26][N:8]1[C:7]2[CH:9]=[C:10]([O:14][CH2:15][CH2:16][CH2:17][C:18]([O:20][CH2:21][CH3:22])=[O:19])[CH:11]=[C:12]([CH3:13])[C:6]=2[N:5]=[C:4]1[S:3][CH2:1][CH3:2]. The catalyst class is: 31. (4) Reactant: [C:1]([C:3]([C:21]1[CH:26]=[CH:25][CH:24]=[CH:23][CH:22]=1)([CH2:16][CH2:17][CH2:18][CH2:19][CH3:20])[CH2:4]OS(C1C=CC(C)=CC=1)(=O)=O)#[N:2].[H-].[H-].[H-].[H-].[Li+].[Al+3].S([O-])([O-])(=O)=O.[Na+].[Na+].O.[O-]S([O-])(=O)=O.[Na+].[Na+]. Product: [CH2:16]([C:3]1([C:21]2[CH:26]=[CH:25][CH:24]=[CH:23][CH:22]=2)[CH2:1][NH:2][CH2:4]1)[CH2:17][CH2:18][CH2:19][CH3:20]. The catalyst class is: 1. (5) Reactant: [H-].[Na+].[C:3]([O:7][C:8]([N:10]1[CH2:15][CH2:14][CH:13]([CH2:16][OH:17])[CH2:12][CH2:11]1)=[O:9])([CH3:6])([CH3:5])[CH3:4].Cl[C:19]1[C:28]2[C:23](=[CH:24][CH:25]=[C:26]([O:29][CH3:30])[CH:27]=2)[CH:22]=[N:21][N:20]=1. Product: [C:3]([O:7][C:8]([N:10]1[CH2:15][CH2:14][CH:13]([CH2:16][O:17][C:19]2[C:28]3[C:23](=[CH:24][CH:25]=[C:26]([O:29][CH3:30])[CH:27]=3)[CH:22]=[N:21][N:20]=2)[CH2:12][CH2:11]1)=[O:9])([CH3:6])([CH3:5])[CH3:4]. The catalyst class is: 248. (6) Reactant: [CH3:1][C:2]1[NH:3][C:4](=[O:26])[C:5]([CH2:11][C:12]2[CH:17]=[CH:16][C:15]([C:18]3[C:19]([C:24]#[N:25])=[CH:20][CH:21]=[CH:22][CH:23]=3)=[CH:14][CH:13]=2)=[C:6]([CH2:8][CH2:9][CH3:10])[N:7]=1.[CH:27]([C:30]1[CH:35]=[CH:34][C:33](B(O)O)=[CH:32][CH:31]=1)([CH3:29])[CH3:28].C(N(CC)CC)C.N1C=CC=CC=1. Product: [CH:27]([C:30]1[CH:35]=[CH:34][C:33]([N:3]2[C:4](=[O:26])[C:5]([CH2:11][C:12]3[CH:17]=[CH:16][C:15]([C:18]4[C:19]([C:24]#[N:25])=[CH:20][CH:21]=[CH:22][CH:23]=4)=[CH:14][CH:13]=3)=[C:6]([CH2:8][CH2:9][CH3:10])[N:7]=[C:2]2[CH3:1])=[CH:32][CH:31]=1)([CH3:29])[CH3:28]. The catalyst class is: 297.